Dataset: Full USPTO retrosynthesis dataset with 1.9M reactions from patents (1976-2016). Task: Predict the reactants needed to synthesize the given product. (1) Given the product [Cl:12][C:13]1[CH:29]=[CH:28][C:16]2[CH2:17][CH2:18][N:19]([C:22](=[O:27])[C:23]([F:25])([F:26])[F:24])[CH2:20][CH2:21][C:15]=2[C:14]=1[C:7]1[S:8][C:4]([CH3:3])=[CH:5][CH:6]=1, predict the reactants needed to synthesize it. The reactants are: [F-].[Cs+].[CH3:3][C:4]1[S:8][C:7](B(O)O)=[CH:6][CH:5]=1.[Cl:12][C:13]1[CH:29]=[CH:28][C:16]2[CH2:17][CH2:18][N:19]([C:22](=[O:27])[C:23]([F:26])([F:25])[F:24])[CH2:20][CH2:21][C:15]=2[C:14]=1OS(C(F)(F)F)(=O)=O. (2) The reactants are: [Br:1][C:2]1[CH:7]=[C:6]([CH:8]([CH3:16])[C:9]([O:11][C:12]([CH3:15])([CH3:14])[CH3:13])=[O:10])[CH:5]=[CH:4][C:3]=1[NH:17][CH2:18][C:19]1[CH:28]=[CH:27][CH:26]=[CH:25][C:20]=1[C:21]([O:23]C)=[O:22].[OH-].[Li+].O1CCCC1.Cl. Given the product [Br:1][C:2]1[CH:7]=[C:6]([CH:8]([CH3:16])[C:9]([O:11][C:12]([CH3:13])([CH3:14])[CH3:15])=[O:10])[CH:5]=[CH:4][C:3]=1[NH:17][CH2:18][C:19]1[CH:28]=[CH:27][CH:26]=[CH:25][C:20]=1[C:21]([OH:23])=[O:22], predict the reactants needed to synthesize it.